This data is from Forward reaction prediction with 1.9M reactions from USPTO patents (1976-2016). The task is: Predict the product of the given reaction. Given the reactants C1(P(C2CCCCC2)C2C=CC=CC=2C2C=CC=CC=2)CCCCC1.C(=O)([O-])[O-].[K+].[K+].Cl.Cl.[CH3:34][C:35]1[N:40]=[C:39]([N:41]2[CH2:46][CH2:45][CH:44]([NH2:47])[CH2:43][CH2:42]2)[CH:38]=[CH:37][N:36]=1.Cl[C:49]1[N:54]=[C:53]([C:55]([OH:58])([CH3:57])[CH3:56])[CH:52]=[C:51]([C:59]2[CH:64]=[CH:63][C:62]([C:65]([F:68])([F:67])[F:66])=[CH:61][CH:60]=2)[N:50]=1, predict the reaction product. The product is: [CH3:34][C:35]1[N:40]=[C:39]([N:41]2[CH2:46][CH2:45][CH:44]([NH:47][C:49]3[N:54]=[C:53]([C:55]([OH:58])([CH3:57])[CH3:56])[CH:52]=[C:51]([C:59]4[CH:64]=[CH:63][C:62]([C:65]([F:68])([F:66])[F:67])=[CH:61][CH:60]=4)[N:50]=3)[CH2:43][CH2:42]2)[CH:38]=[CH:37][N:36]=1.